From a dataset of Full USPTO retrosynthesis dataset with 1.9M reactions from patents (1976-2016). Predict the reactants needed to synthesize the given product. (1) Given the product [CH2:1]([C@H:6]1[CH2:11][CH2:10][C@H:9]([C:12]2[CH:25]=[CH:24][C:15]([O:16][CH2:17][CH2:22][CH2:21][CH2:20][CH2:19][CH2:18][OH:23])=[CH:14][CH:13]=2)[CH2:8][CH2:7]1)[CH2:2][CH2:3][CH2:4][CH3:5], predict the reactants needed to synthesize it. The reactants are: [CH2:1]([C@H:6]1[CH2:11][CH2:10][C@H:9]([C:12]2[CH:25]=[CH:24][C:15]([O:16][C:17]3[CH:22]=[CH:21][CH:20]=[CH:19][C:18]=3[OH:23])=[CH:14][CH:13]=2)[CH2:8][CH2:7]1)[CH2:2][CH2:3][CH2:4][CH3:5].BrCCCCCCO.C(=O)([O-])[O-].[K+].[K+]. (2) Given the product [Br:1][C:2]1[N:3]=[C:4]([N:12]2[CH2:13][CH2:14][CH2:15][N:9]([C:16]([O:18][C:19]([CH3:22])([CH3:21])[CH3:20])=[O:17])[CH2:10][CH2:11]2)[CH:5]=[CH:6][CH:7]=1, predict the reactants needed to synthesize it. The reactants are: [Br:1][C:2]1[CH:7]=[CH:6][CH:5]=[C:4](F)[N:3]=1.[N:9]1([C:16]([O:18][C:19]([CH3:22])([CH3:21])[CH3:20])=[O:17])[CH2:15][CH2:14][CH2:13][NH:12][CH2:11][CH2:10]1.CCN(C(C)C)C(C)C. (3) Given the product [Cl:1][C:2]1[C:7]2[C:8]([CH2:11][C:12]([NH2:39])=[O:13])=[CH:9][S:10][C:6]=2[CH:5]=[C:4]([O:15][CH2:16][C:17]2[N:21]([CH3:22])[N:20]=[C:19]([C:23]([F:25])([F:26])[F:24])[CH:18]=2)[CH:3]=1, predict the reactants needed to synthesize it. The reactants are: [Cl:1][C:2]1[C:7]2[C:8]([CH2:11][C:12](O)=[O:13])=[CH:9][S:10][C:6]=2[CH:5]=[C:4]([O:15][CH2:16][C:17]2[N:21]([CH3:22])[N:20]=[C:19]([C:23]([F:26])([F:25])[F:24])[CH:18]=2)[CH:3]=1.C1COCC1.C(Cl)(=O)C(Cl)=O.C[N:39](C=O)C. (4) Given the product [Cl:33][C:23]1[CH:22]=[C:21]([C@@:14]2([CH3:20])[C:15]([CH:17]([CH3:19])[CH3:18])=[CH:16][N:11]([CH2:10][CH:8]3[CH2:7][CH:6]([C:4]([OH:5])=[O:3])[CH2:9]3)[C:12](=[O:34])[NH:13]2)[CH:26]=[CH:25][C:24]=1[CH2:27][CH2:28][C:29]([CH3:30])([CH3:32])[CH3:31], predict the reactants needed to synthesize it. The reactants are: C([O:3][C:4]([CH:6]1[CH2:9][CH:8]([CH2:10][N:11]2[CH:16]=[C:15]([CH:17]([CH3:19])[CH3:18])[C@@:14]([C:21]3[CH:26]=[CH:25][C:24]([CH2:27][CH2:28][C:29]([CH3:32])([CH3:31])[CH3:30])=[C:23]([Cl:33])[CH:22]=3)([CH3:20])[NH:13][C:12]2=[O:34])[CH2:7]1)=[O:5])C.[OH-].[Na+]. (5) Given the product [C:6]([O:5][C:1](=[O:4])[CH:2]=[CH:3][C:11]1[CH:16]=[CH:15][C:14]([C:17]2[CH:26]=[C:25]3[C:20]([C:21]([CH3:31])([CH3:30])[CH2:22][C:23](=[O:29])[N:24]3[CH2:27][CH3:28])=[CH:19][C:18]=2[CH3:32])=[C:13]([O:33][C:34]([F:35])([F:36])[F:37])[CH:12]=1)([CH3:9])([CH3:8])[CH3:7], predict the reactants needed to synthesize it. The reactants are: [C:1]([O:5][C:6]([CH3:9])([CH3:8])[CH3:7])(=[O:4])[CH:2]=[CH2:3].Br[C:11]1[CH:16]=[CH:15][C:14]([C:17]2[CH:26]=[C:25]3[C:20]([C:21]([CH3:31])([CH3:30])[CH2:22][C:23](=[O:29])[N:24]3[CH2:27][CH3:28])=[CH:19][C:18]=2[CH3:32])=[C:13]([O:33][C:34]([F:37])([F:36])[F:35])[CH:12]=1.C1(N(C2CCCCC2)C)CCCCC1.O.